Dataset: Reaction yield outcomes from USPTO patents with 853,638 reactions. Task: Predict the reaction yield, written as a fraction of the theoretical maximum amount of product (1.0 means a 100% yield; for example, 0.34 means a 34% yield). (1) The reactants are Cl.[NH2:2][CH2:3][CH2:4][C:5]([O:7][CH2:8][CH3:9])=[O:6].C(N(CC)CC)C.FC(F)(F)S(O[Si:23]([CH3:26])([CH3:25])[CH3:24])(=O)=O. The catalyst is C1(C)C=CC=CC=1. The product is [CH3:24][Si:23]([N:2]([Si:23]([CH3:26])([CH3:25])[CH3:24])[CH2:3][CH2:4][C:5]([O:7][CH2:8][CH3:9])=[O:6])([CH3:26])[CH3:25]. The yield is 0.900. (2) The reactants are [N:1]1([C:7]2[CH:8]=[C:9]([C:17]([O:19][CH3:20])=[O:18])[C:10]3[NH:14][C:13](=O)[NH:12][C:11]=3[CH:16]=2)[CH2:6][CH2:5][O:4][CH2:3][CH2:2]1.CN(C)C1C=CC=CC=1.O=P(Cl)(Cl)[Cl:32]. No catalyst specified. The product is [Cl:32][C:13]1[NH:14][C:10]2[C:9]([C:17]([O:19][CH3:20])=[O:18])=[CH:8][C:7]([N:1]3[CH2:6][CH2:5][O:4][CH2:3][CH2:2]3)=[CH:16][C:11]=2[N:12]=1. The yield is 0.230.